Predict the reaction yield, written as a fraction of the theoretical maximum amount of product (1.0 means a 100% yield; for example, 0.34 means a 34% yield). From a dataset of Reaction yield outcomes from USPTO patents with 853,638 reactions. (1) The reactants are [C:1](OC(N1CCC(O)CC1)=O)([CH3:4])([CH3:3])[CH3:2].[C:15](=[O:18])([O-:17])[O-:16].[Cs+].[Cs+].C[N:22](C=O)C. The catalyst is FC1C=CC(C(F)(F)F)=CC=1. The product is [C:15]([O:17][NH2:22])([O:16][C:1]([CH3:4])([CH3:3])[CH3:2])=[O:18]. The yield is 0.810. (2) The reactants are Cl[C@H:2]1[C@H:6]([Cl:7])[C:5]2[CH:8]=[CH:9][C:10]([C:12]([O:14][CH3:15])=[O:13])=[CH:11][C:4]=2[O:3]1.[C:16]([O-])([O-])=O.[K+].[K+]. The catalyst is CCO. The product is [Cl:7][C:6]1[C:5]2[CH:8]=[CH:9][C:10]([C:12]([O:14][CH2:15][CH3:16])=[O:13])=[CH:11][C:4]=2[O:3][CH:2]=1. The yield is 0.580.